From a dataset of Peptide-MHC class II binding affinity with 134,281 pairs from IEDB. Regression. Given a peptide amino acid sequence and an MHC pseudo amino acid sequence, predict their binding affinity value. This is MHC class II binding data. (1) The binding affinity (normalized) is 0.195. The peptide sequence is FEIKCTKPEACSGEPVVVHI. The MHC is DRB1_1602 with pseudo-sequence DRB1_1602. (2) The peptide sequence is YEAFVLHFSEALRII. The MHC is HLA-DPA10103-DPB10401 with pseudo-sequence HLA-DPA10103-DPB10401. The binding affinity (normalized) is 0.802. (3) The peptide sequence is LEHEMWRSRADEINA. The MHC is HLA-DQA10501-DQB10303 with pseudo-sequence HLA-DQA10501-DQB10303. The binding affinity (normalized) is 0.448.